This data is from Forward reaction prediction with 1.9M reactions from USPTO patents (1976-2016). The task is: Predict the product of the given reaction. (1) Given the reactants [CH:1]1([C:4]2[NH:9][C:8](=O)[CH:7]=[C:6]([C:11]3[CH:16]=[CH:15][C:14]([C:17]([F:20])([F:19])[F:18])=[CH:13][CH:12]=3)[CH:5]=2)[CH2:3][CH2:2]1.P(Cl)(Cl)([Cl:23])=O, predict the reaction product. The product is: [Cl:23][C:8]1[CH:7]=[C:6]([C:11]2[CH:16]=[CH:15][C:14]([C:17]([F:20])([F:19])[F:18])=[CH:13][CH:12]=2)[CH:5]=[C:4]([CH:1]2[CH2:3][CH2:2]2)[N:9]=1. (2) The product is: [F:1][C:2]1[CH:7]=[CH:6][C:5]([F:8])=[CH:4][C:3]=1/[CH:9]=[CH:10]/[CH2:11][OH:12]. Given the reactants [F:1][C:2]1[CH:7]=[CH:6][C:5]([F:8])=[CH:4][C:3]=1/[CH:9]=[CH:10]/[C:11](O)=[O:12].C(N(CC)C(C)C)(C)C.ClC(OCC(C)C)=O.[BH4-].[Li+].Cl, predict the reaction product. (3) Given the reactants [CH3:1][C:2]1([CH3:10])[CH2:8][CH2:7][C:6](=O)[O:5][C:3]1=[O:4].[CH3:11][OH:12].S(Cl)([Cl:15])=O.COC(=O)CCC(C(Cl)=O)(C)C, predict the reaction product. The product is: [CH3:11][O:12][C:3](=[O:4])[C:2]([CH3:10])([CH3:1])[CH2:8][CH2:7][C:6]([Cl:15])=[O:5]. (4) Given the reactants [O:1]1[C:5]2[CH:6]=[CH:7][C:8]([NH:10][C:11]3[N:19]=[C:18](Cl)[N:17]=[C:16]4[C:12]=3[N:13]=[CH:14][N:15]4[CH2:21][CH3:22])=[CH:9][C:4]=2[O:3][CH2:2]1.[CH3:23][C:24]1[CH:28]=[C:27]([CH3:29])[NH:26][N:25]=1, predict the reaction product. The product is: [O:1]1[C:5]2[CH:6]=[CH:7][C:8]([NH:10][C:11]3[N:19]=[C:18]([N:25]4[C:24]([CH3:23])=[CH:28][C:27]([CH3:29])=[N:26]4)[N:17]=[C:16]4[C:12]=3[N:13]=[CH:14][N:15]4[CH2:21][CH3:22])=[CH:9][C:4]=2[O:3][CH2:2]1.